Dataset: Full USPTO retrosynthesis dataset with 1.9M reactions from patents (1976-2016). Task: Predict the reactants needed to synthesize the given product. (1) Given the product [CH2:22]([O:21][C:20](=[O:29])[NH:19][C@@H:16]1[C@@H:15]([CH2:3][CH:1]=[CH2:2])[C:14](=[O:13])[O:18][CH2:17]1)[C:23]1[CH:28]=[CH:27][CH:26]=[CH:25][CH:24]=1, predict the reactants needed to synthesize it. The reactants are: [CH:1](NC(C)C)([CH3:3])[CH3:2].C([Li])CCC.[O:13]=[C:14]1[O:18][CH2:17][C@H:16]([NH:19][C:20](=[O:29])[O:21][CH2:22][C:23]2[CH:28]=[CH:27][CH:26]=[CH:25][CH:24]=2)[CH2:15]1.C(Br)C=C.[Cl-].[NH4+]. (2) Given the product [OH:28][C@H:22]([CH2:23][CH2:24][CH2:25][CH:26]=[CH2:27])[CH2:11][C:10]([N:5]1[C@H:4]([CH:1]([CH3:3])[CH3:2])[CH2:8][S:7][C:6]1=[S:9])=[O:12], predict the reactants needed to synthesize it. The reactants are: [CH:1]([C@@H:4]1[CH2:8][S:7][C:6](=[S:9])[N:5]1[C:10](=[O:12])[CH3:11])([CH3:3])[CH3:2].C(N(C(C)C)CC)(C)C.[CH:22](=[O:28])[CH2:23][CH2:24][CH2:25][CH:26]=[CH2:27].